Predict the reaction yield, written as a fraction of the theoretical maximum amount of product (1.0 means a 100% yield; for example, 0.34 means a 34% yield). From a dataset of Reaction yield outcomes from USPTO patents with 853,638 reactions. (1) The reactants are [NH2:1][C:2]1[C:3]([C:7](Cl)=[N:8][OH:9])=[N:4][O:5][N:6]=1.[CH3:11][O:12][CH2:13][CH2:14][NH2:15].C(N(CC)CC)C. The catalyst is C(OCC)(=O)C. The product is [NH2:1][C:2]1[C:3]([C:7](=[N:8][OH:9])[NH:15][CH2:14][CH2:13][O:12][CH3:11])=[N:4][O:5][N:6]=1. The yield is 1.19. (2) The reactants are [OH:1][C@@H:2]1[CH:6]=[CH:5][C@H:4]([O:7][C:8]([C:21]2[CH:26]=[CH:25][CH:24]=[CH:23][CH:22]=2)([C:15]2[CH:20]=[CH:19][CH:18]=[CH:17][CH:16]=2)[C:9]2[CH:14]=[CH:13][CH:12]=[CH:11][CH:10]=2)[CH2:3]1. The catalyst is CCOC(C)=O.CCCCCC. The product is [OH:1][C@H:2]1[CH:6]=[CH:5][C@H:4]([O:7][C:8]([C:21]2[CH:26]=[CH:25][CH:24]=[CH:23][CH:22]=2)([C:9]2[CH:10]=[CH:11][CH:12]=[CH:13][CH:14]=2)[C:15]2[CH:20]=[CH:19][CH:18]=[CH:17][CH:16]=2)[CH2:3]1. The yield is 0.770. (3) The reactants are C(O)(C(F)(F)F)=O.[NH2:8][C:9](=[O:43])[CH2:10][C:11]1[CH:42]=[CH:41][CH:40]=[CH:39][C:12]=1[CH2:13][CH2:14][C:15]1[C:20]([CH3:21])=[CH:19][N:18]=[C:17]([NH:22][C:23]2[CH:28]=[CH:27][C:26]([CH:29]([NH:31]C(=O)OC(C)(C)C)[CH3:30])=[CH:25][CH:24]=2)[N:16]=1. The catalyst is C(Cl)Cl. The product is [NH2:31][CH:29]([C:26]1[CH:27]=[CH:28][C:23]([NH:22][C:17]2[N:16]=[C:15]([CH2:14][CH2:13][C:12]3[CH:39]=[CH:40][CH:41]=[CH:42][C:11]=3[CH2:10][C:9]([NH2:8])=[O:43])[C:20]([CH3:21])=[CH:19][N:18]=2)=[CH:24][CH:25]=1)[CH3:30]. The yield is 0.970. (4) The reactants are Cl[C:2]1[N:7]=[CH:6][C:5]([CH:8]([C:15]2[CH:20]=[CH:19][CH:18]=[CH:17][CH:16]=2)[C:9]([CH3:14])([CH3:13])[C:10]([OH:12])=[O:11])=[CH:4][CH:3]=1.[C:21](=O)([O-])[O-].[K+].[K+].[NH2:27][NH2:28].C(O)(C(F)(F)F)=O. No catalyst specified. The product is [N:27]1[N:28]=[CH:21][N:7]2[CH:6]=[C:5]([CH:8]([C:15]3[CH:20]=[CH:19][CH:18]=[CH:17][CH:16]=3)[C:9]([CH3:14])([CH3:13])[C:10]([OH:12])=[O:11])[CH:4]=[CH:3][C:2]=12. The yield is 0.810.